Dataset: NCI-60 drug combinations with 297,098 pairs across 59 cell lines. Task: Regression. Given two drug SMILES strings and cell line genomic features, predict the synergy score measuring deviation from expected non-interaction effect. (1) Drug 1: CC1=C(C(CCC1)(C)C)C=CC(=CC=CC(=CC(=O)O)C)C. Drug 2: CS(=O)(=O)CCNCC1=CC=C(O1)C2=CC3=C(C=C2)N=CN=C3NC4=CC(=C(C=C4)OCC5=CC(=CC=C5)F)Cl. Cell line: NCI/ADR-RES. Synergy scores: CSS=8.93, Synergy_ZIP=-1.24, Synergy_Bliss=2.17, Synergy_Loewe=-9.73, Synergy_HSA=-4.08. (2) Drug 1: C1=CC(=CC=C1CCCC(=O)O)N(CCCl)CCCl. Drug 2: CCC(=C(C1=CC=CC=C1)C2=CC=C(C=C2)OCCN(C)C)C3=CC=CC=C3.C(C(=O)O)C(CC(=O)O)(C(=O)O)O. Cell line: MCF7. Synergy scores: CSS=27.6, Synergy_ZIP=-5.74, Synergy_Bliss=-2.22, Synergy_Loewe=-0.0742, Synergy_HSA=0.336. (3) Drug 2: C1C(C(OC1N2C=NC(=NC2=O)N)CO)O. Drug 1: C1=CC(=CC=C1C#N)C(C2=CC=C(C=C2)C#N)N3C=NC=N3. Cell line: K-562. Synergy scores: CSS=36.4, Synergy_ZIP=2.99, Synergy_Bliss=-0.490, Synergy_Loewe=9.55, Synergy_HSA=7.39. (4) Drug 1: CC1C(C(CC(O1)OC2CC(CC3=C2C(=C4C(=C3O)C(=O)C5=C(C4=O)C(=CC=C5)OC)O)(C(=O)C)O)N)O.Cl. Drug 2: CC1=C2C(C(=O)C3(C(CC4C(C3C(C(C2(C)C)(CC1OC(=O)C(C(C5=CC=CC=C5)NC(=O)C6=CC=CC=C6)O)O)OC(=O)C7=CC=CC=C7)(CO4)OC(=O)C)O)C)OC(=O)C. Cell line: SK-MEL-2. Synergy scores: CSS=28.6, Synergy_ZIP=-0.365, Synergy_Bliss=1.97, Synergy_Loewe=-11.9, Synergy_HSA=2.61. (5) Drug 1: CC1C(C(CC(O1)OC2CC(CC3=C2C(=C4C(=C3O)C(=O)C5=C(C4=O)C(=CC=C5)OC)O)(C(=O)C)O)N)O.Cl. Drug 2: CN(CC1=CN=C2C(=N1)C(=NC(=N2)N)N)C3=CC=C(C=C3)C(=O)NC(CCC(=O)O)C(=O)O. Cell line: T-47D. Synergy scores: CSS=-1.24, Synergy_ZIP=-0.398, Synergy_Bliss=1.43, Synergy_Loewe=-7.60, Synergy_HSA=-4.81. (6) Drug 1: CC1=C(C(CCC1)(C)C)C=CC(=CC=CC(=CC(=O)O)C)C. Drug 2: COC1=C2C(=CC3=C1OC=C3)C=CC(=O)O2. Cell line: A498. Synergy scores: CSS=-1.64, Synergy_ZIP=0.517, Synergy_Bliss=2.19, Synergy_Loewe=-4.14, Synergy_HSA=-3.20. (7) Drug 1: C1CC(=O)NC(=O)C1N2C(=O)C3=CC=CC=C3C2=O. Cell line: HCT-15. Synergy scores: CSS=-3.34, Synergy_ZIP=3.44, Synergy_Bliss=-0.785, Synergy_Loewe=-3.22, Synergy_HSA=-5.50. Drug 2: C1CN(P(=O)(OC1)NCCCl)CCCl.